This data is from Full USPTO retrosynthesis dataset with 1.9M reactions from patents (1976-2016). The task is: Predict the reactants needed to synthesize the given product. (1) The reactants are: [C:1]([NH:4][C:5]([CH2:16][C:17](=O)[C:18]1[CH:23]=[CH:22][C:21]([O:24][C:25]2[CH:30]=[CH:29][CH:28]=[CH:27][CH:26]=2)=[CH:20][CH:19]=1)([C:11]([O:13][CH2:14][CH3:15])=[O:12])[C:6]([O:8][CH2:9][CH3:10])=[O:7])(=[O:3])[CH3:2].[SiH](CC)(CC)CC. Given the product [C:1]([NH:4][C:5]([CH2:16][CH2:17][C:18]1[CH:23]=[CH:22][C:21]([O:24][C:25]2[CH:26]=[CH:27][CH:28]=[CH:29][CH:30]=2)=[CH:20][CH:19]=1)([C:11]([O:13][CH2:14][CH3:15])=[O:12])[C:6]([O:8][CH2:9][CH3:10])=[O:7])(=[O:3])[CH3:2], predict the reactants needed to synthesize it. (2) Given the product [S:23]([OH:26])(=[O:25])(=[O:24])[CH3:22].[NH2:1][C:2]1[N:3]([CH3:22])[NH:4][C:5]([C:15]2[CH:16]=[CH:17][C:18]([CH3:21])=[CH:19][CH:20]=2)=[C:6]([C:8]2[CH:9]=[CH:10][C:11]([CH3:14])=[CH:12][CH:13]=2)[N:7]=1, predict the reactants needed to synthesize it. The reactants are: [NH2:1][C:2]1[N:3]=[N:4][C:5]([C:15]2[CH:20]=[CH:19][C:18]([CH3:21])=[CH:17][CH:16]=2)=[C:6]([C:8]2[CH:13]=[CH:12][C:11]([CH3:14])=[CH:10][CH:9]=2)[N:7]=1.[CH3:22][S:23]([O:26]C)(=[O:25])=[O:24]. (3) Given the product [Br:1][C:2]1[CH:11]=[CH:10][C:9]2[N:8]=[C:7]([NH:35][C:28]3[CH:29]=[C:30]4[C:34](=[C:26]([CH3:25])[CH:27]=3)[NH:33][N:32]=[CH:31]4)[C:6]3=[N:13][NH:14][CH:15]=[C:5]3[C:4]=2[CH:3]=1, predict the reactants needed to synthesize it. The reactants are: [Br:1][C:2]1[CH:11]=[CH:10][C:9]2[N:8]=[C:7](Cl)[C:6]3=[N:13][N:14](CC4C=CC(OC)=CC=4)[CH:15]=[C:5]3[C:4]=2[CH:3]=1.[CH3:25][C:26]1[CH:27]=[C:28]([NH2:35])[CH:29]=[C:30]2[C:34]=1[NH:33][N:32]=[CH:31]2.Cl. (4) Given the product [Cl:1][C:2]1[CH:3]=[C:4]([C:9]2([C:22]([F:23])([F:25])[F:24])[O:13][N:12]=[C:11]([C:14]3[CH:15]=[CH:16][C:17]([CH3:21])=[C:18]([NH:19][C:26](=[O:29])[CH:27]=[CH2:28])[CH:20]=3)[CH2:10]2)[CH:5]=[C:6]([Cl:8])[CH:7]=1, predict the reactants needed to synthesize it. The reactants are: [Cl:1][C:2]1[CH:3]=[C:4]([C:9]2([C:22]([F:25])([F:24])[F:23])[O:13][N:12]=[C:11]([C:14]3[CH:15]=[CH:16][C:17]([CH3:21])=[C:18]([CH:20]=3)[NH2:19])[CH2:10]2)[CH:5]=[C:6]([Cl:8])[CH:7]=1.[C:26](O)(=[O:29])[CH:27]=[CH2:28].Cl.C(N(CC)CCCN=C=NCC)C.C(=O)([O-])O.[Na+].